From a dataset of Reaction yield outcomes from USPTO patents with 853,638 reactions. Predict the reaction yield, written as a fraction of the theoretical maximum amount of product (1.0 means a 100% yield; for example, 0.34 means a 34% yield). (1) The reactants are [Br:1][C:2]1[CH:3]=[C:4]([CH2:11][OH:12])[CH:5]=[C:6]([N+:8]([O-:10])=[O:9])[CH:7]=1.I[CH3:14].[H-].[Na+]. The catalyst is CN(C=O)C. The product is [Br:1][C:2]1[CH:7]=[C:6]([N+:8]([O-:10])=[O:9])[CH:5]=[C:4]([CH2:11][O:12][CH3:14])[CH:3]=1. The yield is 0.890. (2) The product is [OH:1][C:2]1[CH:7]=[CH:6][C:5]([OH:8])=[CH:4][C:3]=1[C:9](=[N:13][OH:14])[CH3:10]. The reactants are [OH:1][C:2]1[CH:7]=[CH:6][C:5]([OH:8])=[CH:4][C:3]=1[C:9](=O)[CH3:10].Cl.[NH2:13][OH:14].C(OCC)(=O)C.O. The yield is 0.910. The catalyst is C(O)C. (3) The reactants are [Cl:1][C:2]1[N:3]=[CH:4][C:5]2[S:10][CH:9]=[C:8]([C:11]([OH:13])=O)[C:6]=2[N:7]=1.S(Cl)([Cl:16])=O. No catalyst specified. The product is [Cl:1][C:2]1[N:3]=[CH:4][C:5]2[S:10][CH:9]=[C:8]([C:11]([Cl:16])=[O:13])[C:6]=2[N:7]=1. The yield is 1.00. (4) The reactants are [Br:1][C:2]1[C:3]([NH2:9])=[N:4][CH:5]=[C:6]([Br:8])[CH:7]=1.[Cl:10][CH2:11][C:12](=O)[CH2:13][C:14]([O:16][CH3:17])=[O:15]. The catalyst is C1COCC1. The product is [ClH:10].[Br:8][C:6]1[CH:7]=[C:2]([Br:1])[C:3]2[N:4]([CH:11]=[C:12]([CH2:13][C:14]([O:16][CH3:17])=[O:15])[N:9]=2)[CH:5]=1. The yield is 0.360. (5) The reactants are [NH2:1][C@H:2](C(N)=O)[CH2:3][C:4]1C=CC(O)=C[CH:5]=1.Cl.C([N:17]([CH2:20]C)[CH2:18][CH3:19])C.FC(F)(F)C(OC1C(F)=C(F)C(F)=C(F)C=1F)=O. No catalyst specified. The product is [N:17]1[C:18]2[CH:19]=[CH:5][CH:4]=[CH:3][C:2]=2[NH:1][CH:20]=1. The yield is 0.500. (6) The reactants are [NH2:1][C@H:2]([CH2:7][C:8]1[C:16]2[C:11](=[CH:12][CH:13]=[CH:14][CH:15]=2)[N:10]([CH2:17][CH3:18])[CH:9]=1)[C:3]([O:5][CH3:6])=[O:4].[CH:19]([O:22][C:23]1[CH:31]=[CH:30][C:29]([C:32]#[C:33][C:34]2[CH:39]=[CH:38][CH:37]=[CH:36][C:35]=2[O:40][CH3:41])=[CH:28][C:24]=1[C:25](O)=[O:26])([CH3:21])[CH3:20].CN(C(ON1N=NC2C=CC=NC1=2)=[N+](C)C)C.F[P-](F)(F)(F)(F)F.CCN(C(C)C)C(C)C. The catalyst is CN(C=O)C. The product is [CH3:6][O:5][C:3](=[O:4])[C@H:2]([NH:1][C:25](=[O:26])[C:24]1[CH:28]=[C:29]([C:32]#[C:33][C:34]2[CH:39]=[CH:38][CH:37]=[CH:36][C:35]=2[O:40][CH3:41])[CH:30]=[CH:31][C:23]=1[O:22][CH:19]([CH3:20])[CH3:21])[CH2:7][C:8]1[C:16]2[C:11](=[CH:12][CH:13]=[CH:14][CH:15]=2)[N:10]([CH2:17][CH3:18])[CH:9]=1. The yield is 0.600.